Task: Predict the product of the given reaction.. Dataset: Forward reaction prediction with 1.9M reactions from USPTO patents (1976-2016) (1) Given the reactants C(O)(C(F)(F)F)=O.[C:8]([C:11]1([C:14]2[CH:48]=[CH:47][CH:46]=[CH:45][C:15]=2[CH2:16][CH2:17][C:18]2[C:23]([Cl:24])=[CH:22][N:21]=[C:20]([NH:25][C:26]3[CH:31]=[CH:30][C:29]([CH:32]4[CH2:37][CH2:36][N:35](C(OC(C)(C)C)=O)[CH2:34][CH2:33]4)=[CH:28][CH:27]=3)[N:19]=2)[CH2:13][CH2:12]1)(=[O:10])[NH2:9].C([O-])([O-])=O.[Na+].[Na+].CCOC(C)=O, predict the reaction product. The product is: [Cl:24][C:23]1[C:18]([CH2:17][CH2:16][C:15]2[CH:45]=[CH:46][CH:47]=[CH:48][C:14]=2[C:11]2([C:8]([NH2:9])=[O:10])[CH2:12][CH2:13]2)=[N:19][C:20]([NH:25][C:26]2[CH:31]=[CH:30][C:29]([CH:32]3[CH2:37][CH2:36][NH:35][CH2:34][CH2:33]3)=[CH:28][CH:27]=2)=[N:21][CH:22]=1. (2) Given the reactants [CH:1]1([CH2:7][OH:8])[CH2:6][CH2:5][CH2:4][CH2:3][CH2:2]1.[H-].[Na+].[CH:11]1([C:14]2[C:15](F)=[CH:16][C:17]([F:22])=[C:18]([CH:21]=2)[C:19]#[N:20])[CH2:13][CH2:12]1.C([O-])(O)=O.[Na+], predict the reaction product. The product is: [CH:1]1([CH2:7][O:8][C:15]2[C:14]([CH:11]3[CH2:13][CH2:12]3)=[CH:21][C:18]([C:19]#[N:20])=[C:17]([F:22])[CH:16]=2)[CH2:6][CH2:5][CH2:4][CH2:3][CH2:2]1. (3) Given the reactants Cl[CH2:2][C:3](=O)[CH3:4].[Li+].[Br-:7].Br[C:9]1[C:14]([CH3:15])=[CH:13][CH:12]=[CH:11][N:10]=1.C([O-])([O-])=O.[K+].[K+], predict the reaction product. The product is: [Br:7][C:3]1[C:4]2[N:10]([CH:9]=[C:14]([CH3:15])[CH:13]=2)[CH:11]=[CH:12][CH:2]=1. (4) Given the reactants Cl[C:2]1[CH:7]=[C:6]([C:8]2[CH:13]=[CH:12][CH:11]=[C:10]([CH3:14])[C:9]=2[CH3:15])[N:5]=[C:4]([NH2:16])[N:3]=1.[N:17]1[CH:22]=[CH:21][CH:20]=[C:19]([CH2:23][CH2:24][NH2:25])[CH:18]=1.CCN(C(C)C)C(C)C, predict the reaction product. The product is: [CH3:15][C:9]1[C:10]([CH3:14])=[CH:11][CH:12]=[CH:13][C:8]=1[C:6]1[N:5]=[C:4]([NH2:16])[N:3]=[C:2]([NH:25][CH2:24][CH2:23][C:19]2[CH:18]=[N:17][CH:22]=[CH:21][CH:20]=2)[CH:7]=1.